This data is from Catalyst prediction with 721,799 reactions and 888 catalyst types from USPTO. The task is: Predict which catalyst facilitates the given reaction. (1) Reactant: [C:1]([O:11][CH:12]([C:14]([C:17]([O:19]C)=[O:18])([F:16])[F:15])[F:13])([C:4]([C:7]([F:10])([F:9])[F:8])([F:6])[F:5])([F:3])[F:2].[OH-].[NH4+:22]. Product: [C:1]([O:11][CH:12]([C:14]([C:17]([O-:19])=[O:18])([F:16])[F:15])[F:13])([C:4]([C:7]([F:8])([F:10])[F:9])([F:6])[F:5])([F:3])[F:2].[NH4+:22]. The catalyst class is: 6. (2) Reactant: [CH2:1]([OH:77])[C@H:2]1[O:7][C@@H:6]2[O:8][C@H:9]3[C@H:14]([OH:15])[C@@H:13]([OH:16])[C@@H:12]([O:17][C@H:18]4[C@H:23]([OH:24])[C@@H:22]([OH:25])[C@@H:21]([O:26][C@H:27]5[C@H:32]([OH:33])[C@@H:31]([OH:34])[C@@H:30]([O:35][C@H:36]6[C@H:41]([OH:42])[C@@H:40]([OH:43])[C@@H:39]([O:44][C@H:45]7[C@H:50]([OH:51])[C@@H:49]([OH:52])[C@@H:48]([O:53][C@H:54]8[C@H:60]([OH:61])[C@@H:59]([OH:62])[C@@H:57]([O:58][C@H:3]1[C@H:4]([OH:76])[C@H:5]2[OH:75])[O:56][C@@H:55]8[CH2:63][OH:64])[O:47][C@@H:46]7[CH2:65][OH:66])[O:38][C@@H:37]6[CH2:67][OH:68])[O:29][C@@H:28]5[CH2:69][OH:70])[O:20][C@@H:19]4[CH2:71][OH:72])[O:11][C@@H:10]3[CH2:73][OH:74].[Na+].[Cl-]. Product: [CH3:3][CH:2]([OH:7])[CH2:1][O:70][CH2:69][C@H:28]1[O:29][C@@H:30]2[O:35][C@H:36]3[C@H:41]([OH:42])[C@@H:40]([OH:43])[C@@H:39]([O:44][C@H:45]4[C@H:50]([OH:51])[C@@H:49]([OH:52])[C@@H:48]([O:53][C@H:54]5[C@H:60]([OH:61])[C@@H:59]([OH:62])[C@@H:57]([O:58][C@H:3]6[C@H:4]([OH:76])[C@@H:5]([OH:75])[C@@H:6]([O:8][C@H:9]7[C@H:14]([OH:15])[C@@H:13]([OH:16])[C@@H:12]([O:17][C@H:18]8[C@H:23]([OH:24])[C@@H:22]([OH:25])[C@@H:21]([O:26][C@H:27]1[C@H:32]([OH:33])[C@H:31]2[OH:34])[O:20][C@@H:19]8[CH2:71][O:72][CH2:60][CH:54]([OH:53])[CH3:55])[O:11][C@@H:10]7[CH2:73][O:74][CH2:32][CH:27]([OH:26])[CH3:28])[O:7][C@@H:2]6[CH2:1][O:77][CH2:14][CH:9]([OH:8])[CH3:10])[O:56][C@@H:55]5[CH2:63][O:64][CH2:37][CH:36]([OH:35])[CH3:41])[O:47][C@@H:46]4[CH2:65][O:66][CH2:46][CH:45]([OH:44])[CH3:50])[O:38][C@@H:37]3[CH2:67][O:68][CH2:19][CH:18]([OH:17])[CH3:23]. The catalyst class is: 16.